This data is from Catalyst prediction with 721,799 reactions and 888 catalyst types from USPTO. The task is: Predict which catalyst facilitates the given reaction. (1) Reactant: [Cl:1][C:2]1[N:7]=[N:6][C:5]([C:8]([F:21])(C(OCC)=O)[C:9]([O:11][C:12](C)(C)[CH3:13])=[O:10])=[CH:4][CH:3]=1.ClCCl. Product: [Cl:1][C:2]1[N:7]=[N:6][C:5]([CH:8]([F:21])[C:9]([O:11][CH2:12][CH3:13])=[O:10])=[CH:4][CH:3]=1. The catalyst class is: 55. (2) Reactant: [NH2:1][C:2]1[CH:3]=[C:4]([CH:9]=[C:10]([N+:12]([O-:14])=[O:13])[CH:11]=1)[C:5]([O:7][CH3:8])=[O:6].C(N(CC)CC)C.[F:22][C:23]([F:36])([F:35])[S:24](O[S:24]([C:23]([F:36])([F:35])[F:22])(=[O:26])=[O:25])(=[O:26])=[O:25].[OH-].[Na+]. Product: [N+:12]([C:10]1[CH:9]=[C:4]([CH:3]=[C:2]([NH:1][S:24]([C:23]([F:36])([F:35])[F:22])(=[O:26])=[O:25])[CH:11]=1)[C:5]([O:7][CH3:8])=[O:6])([O-:14])=[O:13]. The catalyst class is: 4. (3) Reactant: [C:1]([O:5][C:6](=[O:26])[N:7]([CH2:9][C:10]1[CH:15]=[C:14](Br)[CH:13]=[CH:12][C:11]=1[O:17][C:18]1[CH:23]=[CH:22][C:21]([S:24][CH3:25])=[CH:20][CH:19]=1)[CH3:8])([CH3:4])([CH3:3])[CH3:2].[CH:27]([N:30]1[CH2:35][CH2:34][NH:33][CH2:32][CH2:31]1)([CH3:29])[CH3:28].CC(C1C=C(C(C)C)C(C2C=CC=CC=2P(C2CCCCC2)C2CCCCC2)=C(C(C)C)C=1)C.C(O[Na])(C)(C)C. Product: [C:1]([O:5][C:6](=[O:26])[N:7]([CH2:9][C:10]1[CH:15]=[C:14]([N:33]2[CH2:34][CH2:35][N:30]([CH:27]([CH3:29])[CH3:28])[CH2:31][CH2:32]2)[CH:13]=[CH:12][C:11]=1[O:17][C:18]1[CH:23]=[CH:22][C:21]([S:24][CH3:25])=[CH:20][CH:19]=1)[CH3:8])([CH3:4])([CH3:3])[CH3:2]. The catalyst class is: 101.